This data is from Reaction yield outcomes from USPTO patents with 853,638 reactions. The task is: Predict the reaction yield, written as a fraction of the theoretical maximum amount of product (1.0 means a 100% yield; for example, 0.34 means a 34% yield). (1) The reactants are [F:1][C:2]1[CH:3]=[C:4]([C:9]2([OH:13])[CH2:12][NH:11][CH2:10]2)[CH:5]=[CH:6][C:7]=1[F:8].I[CH2:15][CH3:16]. The yield is 0.580. The catalyst is O1CCCC1. The product is [F:1][C:2]1[CH:3]=[C:4]([C:9]2([OH:13])[CH2:12][N:11]([CH2:15][CH3:16])[CH2:10]2)[CH:5]=[CH:6][C:7]=1[F:8]. (2) The reactants are [NH2:1][C:2]1[CH:7]=[CH:6][CH:5]=[CH:4][C:3]=1[NH:8][C:9](=[O:28])[C:10]1[CH:15]=[CH:14][C:13]([CH2:16][N:17]2[CH2:25][C:24]3[C:19](=[CH:20][CH:21]=[C:22](Br)[CH:23]=3)[C:18]2=[O:27])=[CH:12][CH:11]=1.NC1C=CC=CC=1[NH:36][C:37](=O)[C:38]1[CH:43]=[CH:42][C:41](C[N:36]2C[C:43]3[C:38](=[CH:39][C:40](OC)=[C:41](OC)[C:42]=3Br)[C:37]2=O)=[CH:40][CH:39]=1.C(C1C=CC(B(O)O)=CC=1)#N. No catalyst specified. The product is [NH2:1][C:2]1[CH:7]=[CH:6][CH:5]=[CH:4][C:3]=1[NH:8][C:9](=[O:28])[C:10]1[CH:15]=[CH:14][C:13]([CH2:16][N:17]2[CH2:25][C:24]3[C:19](=[CH:20][CH:21]=[C:22]([C:41]4[CH:42]=[CH:43][C:38]([C:37]#[N:36])=[CH:39][CH:40]=4)[CH:23]=3)[C:18]2=[O:27])=[CH:12][CH:11]=1. The yield is 0.590. (3) The product is [CH3:15][N:1]1[C:9]2[C:4](=[CH:5][CH:6]=[CH:7][C:8]=2[C:10]([O:12][CH3:13])=[O:11])[CH:3]=[CH:2]1. The reactants are [NH:1]1[C:9]2[C:4](=[CH:5][CH:6]=[CH:7][C:8]=2[C:10]([O:12][CH3:13])=[O:11])[CH:3]=[CH:2]1.N1C2C(=CC=CC=2)C=[C:15]1C(OCC)=O. No catalyst specified. The yield is 0.900. (4) The reactants are Br[C:2]1[C:3]([CH:8]=[O:9])=[N:4][CH:5]=[CH:6][CH:7]=1.[CH3:10][C:11]1[CH:16]=[CH:15][C:14](B(O)O)=[CH:13][CH:12]=1.C([O-])([O-])=O.[Na+].[Na+]. The catalyst is COCCOC.C1COCC1.C1C=CC([P]([Pd]([P](C2C=CC=CC=2)(C2C=CC=CC=2)C2C=CC=CC=2)([P](C2C=CC=CC=2)(C2C=CC=CC=2)C2C=CC=CC=2)[P](C2C=CC=CC=2)(C2C=CC=CC=2)C2C=CC=CC=2)(C2C=CC=CC=2)C2C=CC=CC=2)=CC=1. The product is [C:11]1([CH3:10])[CH:16]=[CH:15][C:14]([C:2]2[C:3]([CH:8]=[O:9])=[N:4][CH:5]=[CH:6][CH:7]=2)=[CH:13][CH:12]=1. The yield is 0.770. (5) The reactants are [CH3:1][C:2]1[CH:7]=[CH:6][N:5]=[CH:4][C:3]=1[N:8]1[CH2:12][CH2:11][NH:10][C:9]1=[O:13].[CH3:14][O:15][C:16](=[O:24])[C:17]1[CH:22]=[CH:21][C:20](Br)=[CH:19][CH:18]=1.N[C@@H]1CCCC[C@H]1N.C(=O)([O-])[O-].[K+].[K+]. The catalyst is [Cu](I)I.O1CCOCC1. The product is [CH3:14][O:15][C:16](=[O:24])[C:17]1[CH:22]=[CH:21][C:20]([N:10]2[CH2:11][CH2:12][N:8]([C:3]3[CH:4]=[N:5][CH:6]=[CH:7][C:2]=3[CH3:1])[C:9]2=[O:13])=[CH:19][CH:18]=1. The yield is 0.916.